The task is: Regression. Given two drug SMILES strings and cell line genomic features, predict the synergy score measuring deviation from expected non-interaction effect.. This data is from NCI-60 drug combinations with 297,098 pairs across 59 cell lines. (1) Drug 1: CC1C(C(=O)NC(C(=O)N2CCCC2C(=O)N(CC(=O)N(C(C(=O)O1)C(C)C)C)C)C(C)C)NC(=O)C3=C4C(=C(C=C3)C)OC5=C(C(=O)C(=C(C5=N4)C(=O)NC6C(OC(=O)C(N(C(=O)CN(C(=O)C7CCCN7C(=O)C(NC6=O)C(C)C)C)C)C(C)C)C)N)C. Drug 2: C1CN(P(=O)(OC1)NCCCl)CCCl. Cell line: SF-268. Synergy scores: CSS=5.12, Synergy_ZIP=-3.82, Synergy_Bliss=1.45, Synergy_Loewe=-9.30, Synergy_HSA=0.313. (2) Drug 1: C1=CC(=CC=C1CCC2=CNC3=C2C(=O)NC(=N3)N)C(=O)NC(CCC(=O)O)C(=O)O. Drug 2: CCC(=C(C1=CC=CC=C1)C2=CC=C(C=C2)OCCN(C)C)C3=CC=CC=C3.C(C(=O)O)C(CC(=O)O)(C(=O)O)O. Cell line: MCF7. Synergy scores: CSS=37.7, Synergy_ZIP=1.19, Synergy_Bliss=3.22, Synergy_Loewe=-2.83, Synergy_HSA=6.28. (3) Drug 1: C1CN1P(=S)(N2CC2)N3CC3. Drug 2: C1=NC2=C(N=C(N=C2N1C3C(C(C(O3)CO)O)F)Cl)N. Cell line: A549. Synergy scores: CSS=31.4, Synergy_ZIP=-9.44, Synergy_Bliss=-3.45, Synergy_Loewe=-1.48, Synergy_HSA=-1.74.